This data is from Forward reaction prediction with 1.9M reactions from USPTO patents (1976-2016). The task is: Predict the product of the given reaction. Given the reactants Br[C:2]1[N:3]=[CH:4][C:5]2[N:11]=[C:10]([Br:12])[CH:9]=[CH:8][C:6]=2[N:7]=1.[O:13]1CCC[CH2:14]1.[Na], predict the reaction product. The product is: [Br:12][C:10]1[CH:9]=[CH:8][C:6]2[N:7]=[C:2]([O:13][CH3:14])[N:3]=[CH:4][C:5]=2[N:11]=1.